This data is from Forward reaction prediction with 1.9M reactions from USPTO patents (1976-2016). The task is: Predict the product of the given reaction. (1) Given the reactants [C:1]1(=[O:5])[CH2:4][CH2:3][CH2:2]1.[CH2:6]([Mg]Br)[CH:7]=[CH2:8].CCOCC.O([Si:24]([C:27]([CH3:30])([CH3:29])[CH3:28])([CH3:26])[CH3:25])S(C(F)(F)F)(=O)=O.C(=O)=O.Cl, predict the reaction product. The product is: [CH2:6]([C:1]1([O:5][Si:24]([C:27]([CH3:30])([CH3:29])[CH3:28])([CH3:26])[CH3:25])[CH2:4][CH2:3][CH2:2]1)[CH:7]=[CH2:8]. (2) The product is: [NH2:1][C@@H:4]([C@H:37]([C:45]1[CH:50]=[C:49]([F:51])[CH:48]=[C:47]([F:52])[CH:46]=1)[C:38]1[CH:39]=[CH:40][C:41]([F:44])=[CH:42][CH:43]=1)[C:5]([NH:7][C:8]1[CH:9]=[N:10][CH:11]=[C:12]([F:36])[C:13]=1[CH2:14][CH2:15][C@@H:16]1[N:21]([S:22]([CH:25]2[CH2:26][CH2:27]2)(=[O:24])=[O:23])[C@H:20]([CH3:28])[CH2:19][N:18]([C:29]([O:31][C:32]([CH3:34])([CH3:33])[CH3:35])=[O:30])[CH2:17]1)=[O:6]. Given the reactants [N:1]([C@@H:4]([C@H:37]([C:45]1[CH:50]=[C:49]([F:51])[CH:48]=[C:47]([F:52])[CH:46]=1)[C:38]1[CH:43]=[CH:42][C:41]([F:44])=[CH:40][CH:39]=1)[C:5]([NH:7][C:8]1[CH:9]=[N:10][CH:11]=[C:12]([F:36])[C:13]=1[CH2:14][CH2:15][C@@H:16]1[N:21]([S:22]([CH:25]2[CH2:27][CH2:26]2)(=[O:24])=[O:23])[C@H:20]([CH3:28])[CH2:19][N:18]([C:29]([O:31][C:32]([CH3:35])([CH3:34])[CH3:33])=[O:30])[CH2:17]1)=[O:6])=[N+]=[N-].CP(C)C, predict the reaction product. (3) Given the reactants [I:1][C:2]([C:5]([C:8]([C:11]([C:14]([C:17]([S:20]([O:22][Na])=[O:21])([F:19])[F:18])([F:16])[F:15])([F:13])[F:12])([F:10])[F:9])([F:7])[F:6])([F:4])[F:3].[Cl:24]Cl, predict the reaction product. The product is: [I:1][C:2]([C:5]([C:8]([C:11]([C:14]([C:17]([S:20]([Cl:24])(=[O:22])=[O:21])([F:19])[F:18])([F:16])[F:15])([F:13])[F:12])([F:10])[F:9])([F:7])[F:6])([F:4])[F:3]. (4) Given the reactants [CH3:1][C@@H:2]1[N:23]2[C:6]3[C:7]([C:19]([C:21]([C:24]([OH:26])=[O:25])=[CH:22]2)=[O:20])=[CH:8][C:9]([F:18])=[C:10]([N:11]2[CH2:16][CH2:15][N:14]([CH3:17])[CH2:13][CH2:12]2)[C:5]=3[O:4][CH2:3]1, predict the reaction product. The product is: [CH3:1][C@@H:2]1[N:23]2[CH:22]=[C:21]([C:24]([OH:26])=[O:25])[C:19]([C:7]3=[CH:8][C:9]([F:18])=[C:10]([N:11]4[CH2:16][CH2:15][N:14]([CH3:17])[CH2:13][CH2:12]4)[C:5](=[C:6]23)[O:4][CH2:3]1)=[O:20].[CH3:1][C@@H:2]1[N:23]2[CH:22]=[C:21]([C:24]([OH:26])=[O:25])[C:19]([C:7]3=[CH:8][C:9]([F:18])=[C:10]([N:11]4[CH2:16][CH2:15][N:14]([CH3:17])[CH2:13][CH2:12]4)[C:5](=[C:6]23)[O:4][CH2:3]1)=[O:20].[OH2:4]. (5) Given the reactants C([O:3][C:4](=[O:28])[CH2:5][N:6]1[C:14]2[C:9](=[CH:10][CH:11]=[CH:12][CH:13]=2)[C:8]([CH:15]=[C:16]([C:26]#[N:27])[C:17](=[O:25])[NH:18][C:19]2[CH:24]=[CH:23][CH:22]=[CH:21][CH:20]=2)=[CH:7]1)C.[OH-].[Na+], predict the reaction product. The product is: [C:26](/[C:16](/[C:17](=[O:25])[NH:18][C:19]1[CH:20]=[CH:21][CH:22]=[CH:23][CH:24]=1)=[CH:15]\[C:8]1[C:9]2[C:14](=[CH:13][CH:12]=[CH:11][CH:10]=2)[N:6]([CH2:5][C:4]([OH:28])=[O:3])[CH:7]=1)#[N:27]. (6) Given the reactants [N+:1]([C:4]1[CH:9]=[CH:8][C:7]([C:10]2[S:11][C:12]3[CH:18]=[CH:17][CH:16]=[CH:15][C:13]=3[N:14]=2)=[CH:6][CH:5]=1)([O-:3])=[O:2].[N+:19]([O-])([OH:21])=[O:20].O, predict the reaction product. The product is: [N+:19]([C:17]1[CH:16]=[CH:15][C:13]2[N:14]=[C:10]([C:7]3[CH:6]=[CH:5][C:4]([N+:1]([O-:3])=[O:2])=[CH:9][CH:8]=3)[S:11][C:12]=2[CH:18]=1)([O-:21])=[O:20]. (7) Given the reactants [OH:1][CH2:2][CH:3]1[NH:8][C:7](=[O:9])[CH2:6][CH2:5][CH2:4]1.[H-].[Na+].[CH3:12]I, predict the reaction product. The product is: [CH3:12][O:1][CH2:2][CH:3]1[NH:8][C:7](=[O:9])[CH2:6][CH2:5][CH2:4]1.